This data is from Full USPTO retrosynthesis dataset with 1.9M reactions from patents (1976-2016). The task is: Predict the reactants needed to synthesize the given product. (1) Given the product [ClH:1].[ClH:1].[NH2:37][C@@H:38]([CH:39]([CH3:41])[CH3:40])[C:42]([N:26]1[CH2:27][CH2:28][CH:23]([N:22]([C:19]2[CH:20]=[CH:21][C:16]([F:15])=[CH:17][CH:18]=2)[CH3:29])[CH2:24][CH2:25]1)=[O:43], predict the reactants needed to synthesize it. The reactants are: [ClH:1].C(N=C=NCCCN(C)C)C.Cl.Cl.[F:15][C:16]1[CH:21]=[CH:20][C:19]([N:22]([CH3:29])[CH:23]2[CH2:28][CH2:27][NH:26][CH2:25][CH2:24]2)=[CH:18][CH:17]=1.C(OC([NH:37][C@H:38]([C:42](O)=[O:43])[CH:39]([CH3:41])[CH3:40])=O)(C)(C)C.O.ON1C2C=CC=CC=2N=N1.CN1CCOCC1. (2) Given the product [F:1][C:2]1[CH:7]=[C:6]([CH:5]=[C:4]([O:11][CH3:12])[C:3]=1[N:13]1[CH2:18][CH2:17][N:16]([CH:19]2[CH2:22][O:21][CH2:20]2)[CH2:15][CH2:14]1)[NH2:8], predict the reactants needed to synthesize it. The reactants are: [F:1][C:2]1[CH:7]=[C:6]([N+:8]([O-])=O)[CH:5]=[C:4]([O:11][CH3:12])[C:3]=1[N:13]1[CH2:18][CH2:17][N:16]([CH:19]2[CH2:22][O:21][CH2:20]2)[CH2:15][CH2:14]1. (3) Given the product [CH3:1][O:2][C:3]1[S:7][C:6]2=[N:8][C:9]([C:11]3[O:12][C:13]4[CH:19]=[C:18]([O:20][CH3:21])[CH:17]=[C:16]([O:22][CH2:23][C:24]5[N:26]([C:29]6[CH:34]=[CH:33][CH:32]=[CH:31][CH:30]=6)[N:27]=[N:28][CH:25]=5)[C:14]=4[CH:15]=3)=[CH:10][N:5]2[N:4]=1, predict the reactants needed to synthesize it. The reactants are: [CH3:1][O:2][C:3]1[S:7][C:6]2=[N:8][C:9]([C:11]3[O:12][C:13]4[CH:19]=[C:18]([O:20][CH3:21])[CH:17]=[C:16]([O:22][CH2:23][C:24]#[CH:25])[C:14]=4[CH:15]=3)=[CH:10][N:5]2[N:4]=1.[N:26]([C:29]1[CH:34]=[CH:33][CH:32]=[CH:31][CH:30]=1)=[N+:27]=[N-:28].CN(C=O)C.